This data is from Forward reaction prediction with 1.9M reactions from USPTO patents (1976-2016). The task is: Predict the product of the given reaction. (1) Given the reactants [OH:1][N:2]=[CH:3][C@H:4]1[CH2:9][C@@H:8]2[C@@H:6]([CH2:7]2)[N:5]1[C:10]([O:12][C:13]([CH3:16])([CH3:15])[CH3:14])=[O:11].C1C(=O)N([Cl:24])C(=O)C1, predict the reaction product. The product is: [Cl:24][C:3](=[N:2][OH:1])[C@H:4]1[CH2:9][C@@H:8]2[C@@H:6]([CH2:7]2)[N:5]1[C:10]([O:12][C:13]([CH3:16])([CH3:15])[CH3:14])=[O:11]. (2) Given the reactants COC1C=C(OC)C=CC=1C[O:12][C:13]1[C:18]2[N:19]=[C:20]([C:22]3[C:23]([NH2:28])=[N:24][CH:25]=[CH:26][CH:27]=3)[O:21][C:17]=2[CH:16]=[CH:15][CH:14]=1, predict the reaction product. The product is: [NH2:28][C:23]1[C:22]([C:20]2[O:21][C:17]3[C:18](=[C:13]([OH:12])[CH:14]=[CH:15][CH:16]=3)[N:19]=2)=[CH:27][CH:26]=[CH:25][N:24]=1.